This data is from Forward reaction prediction with 1.9M reactions from USPTO patents (1976-2016). The task is: Predict the product of the given reaction. (1) The product is: [CH2:16]([N:23]1[CH2:27][C@@H:26]([C:28]2[CH:33]=[CH:32][C:31]([Cl:34])=[C:30]([Cl:35])[CH:29]=2)[C@H:25]([N:36]([CH3:37])[C:7](=[O:8])[C:6]2[CH:10]=[CH:11][C:3]([O:2][CH3:1])=[C:4]([C:12]([F:15])([F:14])[F:13])[CH:5]=2)[CH2:24]1)[C:17]1[CH:18]=[CH:19][CH:20]=[CH:21][CH:22]=1. Given the reactants [CH3:1][O:2][C:3]1[CH:11]=[CH:10][C:6]([C:7](Cl)=[O:8])=[CH:5][C:4]=1[C:12]([F:15])([F:14])[F:13].[CH2:16]([N:23]1[CH2:27][C@@H:26]([C:28]2[CH:33]=[CH:32][C:31]([Cl:34])=[C:30]([Cl:35])[CH:29]=2)[C@H:25]([NH:36][CH3:37])[CH2:24]1)[C:17]1[CH:22]=[CH:21][CH:20]=[CH:19][CH:18]=1.C(N(C(C)C)C(C)C)C, predict the reaction product. (2) The product is: [Cl:6][C:7]1[N:12]=[C:11]([NH:13][CH3:14])[C:10]([NH2:15])=[C:9]([Cl:18])[N:8]=1. Given the reactants O.O.[Sn](Cl)Cl.[Cl:6][C:7]1[N:12]=[C:11]([NH:13][CH3:14])[C:10]([N+:15]([O-])=O)=[C:9]([Cl:18])[N:8]=1, predict the reaction product. (3) Given the reactants [CH2:1]([O:8][C:9]([N:11]1[CH:15]([C:16](=[O:35])[NH:17][C:18]2[S:19][CH:20]=[C:21]([C:23]3[CH:28]=[CH:27][C:26]([C:29](=[O:34])[NH:30][CH:31]4[CH2:33][CH2:32]4)=[CH:25][CH:24]=3)[N:22]=2)[CH2:14][S:13][CH:12]1[CH2:36][CH2:37][C:38]([O:40]C)=[O:39])=[O:10])[C:2]1[CH:7]=[CH:6][CH:5]=[CH:4][CH:3]=1.[Li+].[OH-], predict the reaction product. The product is: [CH2:1]([O:8][C:9]([N:11]1[CH:15]([C:16](=[O:35])[NH:17][C:18]2[S:19][CH:20]=[C:21]([C:23]3[CH:28]=[CH:27][C:26]([C:29](=[O:34])[NH:30][CH:31]4[CH2:33][CH2:32]4)=[CH:25][CH:24]=3)[N:22]=2)[CH2:14][S:13][CH:12]1[CH2:36][CH2:37][C:38]([OH:40])=[O:39])=[O:10])[C:2]1[CH:3]=[CH:4][CH:5]=[CH:6][CH:7]=1. (4) Given the reactants Br[C:2]1[CH:19]=[CH:18][C:17]2[C:16]3[C:11](=[CH:12][CH:13]=[CH:14][CH:15]=3)[C:10]3[C:5](=[CH:6][CH:7]=[CH:8][CH:9]=3)[C:4]=2[CH:3]=1.C([Li:24])CCC.CCCCCC, predict the reaction product. The product is: [C:3]1([Li:24])[C:4]2[C:5]3[C:10](=[CH:9][CH:8]=[CH:7][CH:6]=3)[C:11]3[C:16](=[CH:15][CH:14]=[CH:13][CH:12]=3)[C:17]=2[CH:18]=[CH:19][CH:2]=1.